The task is: Predict the product of the given reaction.. This data is from Forward reaction prediction with 1.9M reactions from USPTO patents (1976-2016). (1) Given the reactants Cl[CH2:2][CH2:3][O:4][C:5]1[CH:14]=[C:13]2[C:8]([C:9]([O:15][C:16]3[CH:21]=[CH:20][C:19]([CH3:22])=[CH:18][C:17]=3[C:23]([C:25]3[CH:30]=[CH:29][CH:28]=[CH:27][CH:26]=3)=[O:24])=[CH:10][CH:11]=[N:12]2)=[CH:7][C:6]=1[O:31][CH3:32].[NH:33]1[CH:37]=[CH:36][N:35]=[CH:34]1.[C:38](=O)([O-])[O-:39].[K+].[K+].O, predict the reaction product. The product is: [N:33]1([C:38]([CH2:2][CH2:3][O:4][C:5]2[CH:14]=[C:13]3[C:8]([C:9]([O:15][C:16]4[CH:21]=[CH:20][C:19]([CH3:22])=[CH:18][C:17]=4[C:23]([C:25]4[CH:30]=[CH:29][CH:28]=[CH:27][CH:26]=4)=[O:24])=[CH:10][CH:11]=[N:12]3)=[CH:7][C:6]=2[O:31][CH3:32])=[O:39])[CH:37]=[CH:36][N:35]=[CH:34]1. (2) Given the reactants Br[C:2]1[CH:3]=[C:4]2[C:10]([C:11]3[N:12]=[C:13]([NH2:16])[S:14][CH:15]=3)=[C:9]([CH3:17])[NH:8][C:5]2=[N:6][CH:7]=1.[CH3:18][N:19]1[CH2:24][CH2:23][N:22]([CH2:25][C:26]2[CH:31]=[CH:30][C:29](B3OC(C)(C)C(C)(C)O3)=[CH:28][CH:27]=2)[CH2:21][CH2:20]1.C([O-])([O-])=O.[Na+].[Na+], predict the reaction product. The product is: [CH3:17][C:9]1[NH:8][C:5]2=[N:6][CH:7]=[C:2]([C:29]3[CH:28]=[CH:27][C:26]([CH2:25][N:22]4[CH2:23][CH2:24][N:19]([CH3:18])[CH2:20][CH2:21]4)=[CH:31][CH:30]=3)[CH:3]=[C:4]2[C:10]=1[C:11]1[N:12]=[C:13]([NH2:16])[S:14][CH:15]=1. (3) Given the reactants Cl[C:2]1[CH:7]=[C:6]([NH:8][C:9]2[CH:19]=[CH:18][CH:17]=[CH:16][C:10]=2[C:11]([NH:13][O:14][CH3:15])=[O:12])[C:5]([Cl:20])=[CH:4][N:3]=1.[CH3:21][C:22]1[CH:26]=[C:25]([NH2:27])[N:24]([CH:28]([CH3:30])[CH3:29])[N:23]=1.C(=O)([O-])[O-].[Cs+].[Cs+].C1C=CC(P(C2C(C3C(P(C4C=CC=CC=4)C4C=CC=CC=4)=CC=C4C=3C=CC=C4)=C3C(C=CC=C3)=CC=2)C2C=CC=CC=2)=CC=1, predict the reaction product. The product is: [Cl:20][C:5]1[C:6]([NH:8][C:9]2[CH:19]=[CH:18][CH:17]=[CH:16][C:10]=2[C:11]([NH:13][O:14][CH3:15])=[O:12])=[CH:7][C:2]([NH:27][C:25]2[N:24]([CH:28]([CH3:30])[CH3:29])[N:23]=[C:22]([CH3:21])[CH:26]=2)=[N:3][CH:4]=1. (4) Given the reactants [OH:1][C:2]1[CH:3]=[C:4]([CH2:8][NH:9][C:10](=[O:18])[C:11]2[CH:16]=[CH:15][CH:14]=[N:13][C:12]=2[NH2:17])[CH:5]=[CH:6][CH:7]=1.[F:19][C:20]1[CH:21]=[C:22]([CH2:26]Br)[CH:23]=[CH:24][CH:25]=1.C(=O)([O-])[O-].[Cs+].[Cs+].CN(C=O)C, predict the reaction product. The product is: [F:19][C:20]1[CH:21]=[C:22]([CH:23]=[CH:24][CH:25]=1)[CH2:26][O:1][C:2]1[CH:3]=[C:4]([CH2:8][NH:9][C:10](=[O:18])[C:11]2[CH:16]=[CH:15][CH:14]=[N:13][C:12]=2[NH2:17])[CH:5]=[CH:6][CH:7]=1. (5) Given the reactants [Br:1][C:2]1[C:10]2[O:9][C:8](C(O)=O)([C:11]([OH:13])=[O:12])[O:7][C:6]=2[CH:5]=[C:4]([Cl:17])[CH:3]=1, predict the reaction product. The product is: [Br:1][C:2]1[C:10]2[O:9][CH:8]([C:11]([OH:13])=[O:12])[O:7][C:6]=2[CH:5]=[C:4]([Cl:17])[CH:3]=1. (6) Given the reactants C(NC1CCCCC1)(C)C.C([Li])CCC.[CH2:16]([O:18][C:19](=[O:27])[CH2:20][C:21]1[CH:26]=[CH:25][N:24]=[CH:23][CH:22]=1)[CH3:17].[Cl:28][C:29]1[N:34]=[C:33]([Cl:35])[C:32]([CH2:36]I)=[CH:31][N:30]=1, predict the reaction product. The product is: [CH2:16]([O:18][C:19](=[O:27])[CH:20]([C:21]1[CH:26]=[CH:25][N:24]=[CH:23][CH:22]=1)[CH2:36][C:32]1[C:33]([Cl:35])=[N:34][C:29]([Cl:28])=[N:30][CH:31]=1)[CH3:17].